This data is from Catalyst prediction with 721,799 reactions and 888 catalyst types from USPTO. The task is: Predict which catalyst facilitates the given reaction. (1) Reactant: [Br:1][C:2]1[CH:10]=[C:9]2[C:5]([C:6]([CH2:20][N:21]([CH3:29])[C:22](=[O:28])[O:23][C:24]([CH3:27])([CH3:26])[CH3:25])=[CH:7][N:8]2S(C2C=NC=CC=2)(=O)=O)=[CH:4][CH:3]=1.[F-].C([N+](CCCC)(CCCC)CCCC)CCC.O1CCCC1. Product: [Br:1][C:2]1[CH:10]=[C:9]2[C:5]([C:6]([CH2:20][N:21]([CH3:29])[C:22](=[O:28])[O:23][C:24]([CH3:25])([CH3:26])[CH3:27])=[CH:7][NH:8]2)=[CH:4][CH:3]=1. The catalyst class is: 6. (2) Reactant: [C:1]([O:5][C:6](=[O:37])[NH:7][C@H:8]1[CH2:13][CH2:12][CH2:11][N:10]([C:14]2[NH:22][C:21]3[C:20](=[O:23])[N:19]([CH2:24][C:25]([C:27]4[CH:32]=[CH:31][CH:30]=[C:29]([O:33][CH3:34])[CH:28]=4)=[O:26])[CH:18]=[N:17][C:16]=3[C:15]=2[C:35]#[N:36])[CH2:9]1)([CH3:4])([CH3:3])[CH3:2].[I-].[K+].Cl.Cl[CH2:42][C:43]1[CH:48]=[CH:47][CH:46]=[CH:45][N:44]=1.C(N(C(C)C)CC)(C)C. Product: [C:1]([O:5][C:6](=[O:37])[NH:7][C@H:8]1[CH2:13][CH2:12][CH2:11][N:10]([C:14]2[N:22]([CH2:42][C:43]3[CH:48]=[CH:47][CH:46]=[CH:45][N:44]=3)[C:21]3[C:20](=[O:23])[N:19]([CH2:24][C:25]([C:27]4[CH:32]=[CH:31][CH:30]=[C:29]([O:33][CH3:34])[CH:28]=4)=[O:26])[CH:18]=[N:17][C:16]=3[C:15]=2[C:35]#[N:36])[CH2:9]1)([CH3:4])([CH3:2])[CH3:3]. The catalyst class is: 3.